This data is from Peptide-MHC class II binding affinity with 134,281 pairs from IEDB. The task is: Regression. Given a peptide amino acid sequence and an MHC pseudo amino acid sequence, predict their binding affinity value. This is MHC class II binding data. (1) The peptide sequence is FTVQKGSDPKKLVLD. The binding affinity (normalized) is 0.110. The MHC is HLA-DQA10102-DQB10602 with pseudo-sequence HLA-DQA10102-DQB10602. (2) The peptide sequence is AVSGDDCVVRPIDDR. The MHC is HLA-DQA10501-DQB10302 with pseudo-sequence HLA-DQA10501-DQB10302. The binding affinity (normalized) is 0.351. (3) The peptide sequence is CCRCGARGPESRLL. The MHC is DRB1_0401 with pseudo-sequence DRB1_0401. The binding affinity (normalized) is 0. (4) The peptide sequence is ITDAVGNDMPGGYCL. The MHC is DRB3_0101 with pseudo-sequence DRB3_0101. The binding affinity (normalized) is 0.578. (5) The peptide sequence is KGNKTCGFVDERGLY. The MHC is HLA-DPA10103-DPB10301 with pseudo-sequence HLA-DPA10103-DPB10301. The binding affinity (normalized) is 0. (6) The peptide sequence is SQDLELSWNLNGLVAY. The MHC is DRB1_1302 with pseudo-sequence DRB1_1302. The binding affinity (normalized) is 0.908. (7) The peptide sequence is SHNVQGATVAVDCRP. The MHC is DRB1_0101 with pseudo-sequence DRB1_0101. The binding affinity (normalized) is 0.335. (8) The peptide sequence is SASVLSFMDKGIPFM. The MHC is HLA-DQA10102-DQB10501 with pseudo-sequence HLA-DQA10102-DQB10501. The binding affinity (normalized) is 0.434. (9) The peptide sequence is TMAQMNQAFRNIVNM. The MHC is HLA-DQA10101-DQB10501 with pseudo-sequence HLA-DQA10101-DQB10501. The binding affinity (normalized) is 0.285. (10) The peptide sequence is LFGKKNLIPSSASPW. The MHC is HLA-DQA10201-DQB10402 with pseudo-sequence HLA-DQA10201-DQB10402. The binding affinity (normalized) is 0.564.